Dataset: Reaction yield outcomes from USPTO patents with 853,638 reactions. Task: Predict the reaction yield, written as a fraction of the theoretical maximum amount of product (1.0 means a 100% yield; for example, 0.34 means a 34% yield). (1) The catalyst is CO.O. The product is [C:1]([CH2:3][C:4]1([N:18]2[CH:22]=[C:21]([C:23]3[C:24]4[CH:31]=[CH:30][N:29]([CH2:32][O:33][CH2:34][CH2:35][Si:36]([CH3:37])([CH3:39])[CH3:38])[C:25]=4[N:26]=[CH:27][N:28]=3)[CH:20]=[N:19]2)[CH2:7][N:6]([C:8]2[N:9]=[CH:10][C:11]([C:14]([OH:16])=[O:15])=[N:12][CH:13]=2)[CH2:5]1)#[N:2]. The yield is 0.830. The reactants are [C:1]([CH2:3][C:4]1([N:18]2[CH:22]=[C:21]([C:23]3[C:24]4[CH:31]=[CH:30][N:29]([CH2:32][O:33][CH2:34][CH2:35][Si:36]([CH3:39])([CH3:38])[CH3:37])[C:25]=4[N:26]=[CH:27][N:28]=3)[CH:20]=[N:19]2)[CH2:7][N:6]([C:8]2[N:9]=[CH:10][C:11]([C:14]([O:16]C)=[O:15])=[N:12][CH:13]=2)[CH2:5]1)#[N:2].O.[OH-].[Li+].Cl. (2) The reactants are [C:1]([O:4][C@@H:5]1[C@@H:10]([O:11][C:12](=[O:14])[CH3:13])[C@@H:9]([O:15][C:16](=[O:18])[CH3:17])[C@@H:8]([CH2:19][O:20][C:21](=[O:23])[CH3:22])[O:7][C@:6]21[C:31]1[C:26](=[CH:27][C:28]([Cl:40])=[C:29]([CH2:32][C:33]3[CH:38]=[CH:37][C:36]([OH:39])=[CH:35][CH:34]=3)[CH:30]=1)[CH2:25][O:24]2)(=[O:3])[CH3:2].N1C=CC=CC=1.[F:47][C:48]([F:61])([F:60])[S:49](O[S:49]([C:48]([F:61])([F:60])[F:47])(=[O:51])=[O:50])(=[O:51])=[O:50]. The catalyst is ClCCl. The product is [C:1]([O:4][C@@H:5]1[C@@H:10]([O:11][C:12](=[O:14])[CH3:13])[C@@H:9]([O:15][C:16](=[O:18])[CH3:17])[C@@H:8]([CH2:19][O:20][C:21](=[O:23])[CH3:22])[O:7][C@:6]21[C:31]1[C:26](=[CH:27][C:28]([Cl:40])=[C:29]([CH2:32][C:33]3[CH:34]=[CH:35][C:36]([O:39][S:49]([C:48]([F:61])([F:60])[F:47])(=[O:51])=[O:50])=[CH:37][CH:38]=3)[CH:30]=1)[CH2:25][O:24]2)(=[O:3])[CH3:2]. The yield is 0.940. (3) The reactants are [CH2:1]([O:8][C:9]1[CH:18]=[CH:17][C:16]2[C:15](=O)[CH2:14][CH2:13][CH2:12][C:11]=2[N:10]=1)[C:2]1[CH:7]=[CH:6][CH:5]=[CH:4][CH:3]=1.Cl.[CH2:21]([O:28][NH2:29])[C:22]1[CH:27]=[CH:26][CH:25]=[CH:24][CH:23]=1. The catalyst is N1C=CC=CC=1. The product is [CH2:21]([O:28][NH:29][CH:15]1[CH2:14][CH2:13][CH2:12][C:11]2[N:10]=[C:9]([O:8][CH2:1][C:2]3[CH:7]=[CH:6][CH:5]=[CH:4][CH:3]=3)[CH:18]=[CH:17][C:16]1=2)[C:22]1[CH:27]=[CH:26][CH:25]=[CH:24][CH:23]=1. The yield is 0.960. (4) The reactants are Br[C:2]1[CH:7]=[CH:6][CH:5]=[C:4]([S:8]([CH3:11])(=[O:10])=[O:9])[N:3]=1.C([Li])CCC.Br[C:18]1[S:22][C:21]([C:23]2[N:27]3[N:28]=[C:29]([CH3:37])[CH:30]=[C:31]([CH:32]([CH2:35][CH3:36])[CH2:33][CH3:34])[C:26]3=[N:25][C:24]=2[CH3:38])=[C:20]([CH3:39])[CH:19]=1. The catalyst is [Cl-].[Cl-].[Zn+2].C1C=CC(P(C2C=CC=CC=2)[C-]2C=CC=C2)=CC=1.C1C=CC(P(C2C=CC=CC=2)[C-]2C=CC=C2)=CC=1.Cl[Pd]Cl.[Fe+2]. The product is [CH2:33]([CH:32]([C:31]1[C:26]2[N:27]([C:23]([C:21]3[S:22][C:18]([C:2]4[CH:7]=[CH:6][CH:5]=[C:4]([S:8]([CH3:11])(=[O:10])=[O:9])[N:3]=4)=[CH:19][C:20]=3[CH3:39])=[C:24]([CH3:38])[N:25]=2)[N:28]=[C:29]([CH3:37])[CH:30]=1)[CH2:35][CH3:36])[CH3:34]. The yield is 0.270. (5) The reactants are [Cl:1][C:2]1[C:7]([C:8]([F:11])([F:10])[F:9])=[CH:6][CH:5]=[CH:4][C:3]=1[C:12]([N:14]1[CH2:19][CH2:18][C:17]2[N:20]([C:23]3[CH:28]=[CH:27][CH:26]=[CH:25][N:24]=3)[CH:21]=[N:22][C:16]=2[CH:15]1[C:29](O)=[O:30])=[O:13].Cl.[CH3:33][NH:34][CH3:35].CN(C(ON1N=NC2C=CC=NC1=2)=[N+](C)C)C.F[P-](F)(F)(F)(F)F.CCN(C(C)C)C(C)C. The catalyst is CN(C=O)C.CCOC(C)=O. The product is [Cl:1][C:2]1[C:7]([C:8]([F:11])([F:9])[F:10])=[CH:6][CH:5]=[CH:4][C:3]=1[C:12]([N:14]1[CH2:19][CH2:18][C:17]2[N:20]([C:23]3[CH:28]=[CH:27][CH:26]=[CH:25][N:24]=3)[CH:21]=[N:22][C:16]=2[CH:15]1[C:29]([N:34]([CH3:35])[CH3:33])=[O:30])=[O:13]. The yield is 0.530. (6) The reactants are [CH3:1][C:2]1[C:3]([CH:13]=[O:14])=[CH:4][NH:5][C:6]=1[C:7]1[CH:12]=[CH:11][CH:10]=[CH:9][CH:8]=1.[H-].[Na+].C1OCCOCCOCCOCCOC1.Cl.[N:33]1[CH:38]=[CH:37][CH:36]=[C:35]([S:39](Cl)(=[O:41])=[O:40])[CH:34]=1. The product is [CH3:1][C:2]1[C:3]([CH:13]=[O:14])=[CH:4][N:5]([S:39]([C:35]2[CH:34]=[N:33][CH:38]=[CH:37][CH:36]=2)(=[O:41])=[O:40])[C:6]=1[C:7]1[CH:12]=[CH:11][CH:10]=[CH:9][CH:8]=1. The yield is 0.530. The catalyst is O1CCCC1.O. (7) The reactants are Cl[C:2]1[C:3]2[N:11]=[C:10]([C:12]3[CH:17]=[CH:16][C:15]([F:18])=[CH:14][CH:13]=3)[CH:9]=[CH:8][C:4]=2[N:5]=[CH:6][N:7]=1.[CH3:19][N:20]([CH2:22][CH2:23][OH:24])[CH3:21].[H-].[Na+].O(C1C2N=C(C3C=CC(F)=CC=3)C=CC=2N=CN=1)C1C=CC=CC=1. No catalyst specified. The product is [CH3:19][N:20]([CH2:22][CH2:23][O:24][C:2]1[C:3]2[N:11]=[C:10]([C:12]3[CH:17]=[CH:16][C:15]([F:18])=[CH:14][CH:13]=3)[CH:9]=[CH:8][C:4]=2[N:5]=[CH:6][N:7]=1)[CH3:21]. The yield is 0.200. (8) The reactants are Cl[C:2]1[N:11]=[CH:10][C:9]2[N:8]([CH2:12][C:13]([O:15][C:16]([CH3:19])([CH3:18])[CH3:17])=[O:14])[CH2:7][C@H:6]3[CH2:20][O:21][CH2:22][CH2:23][N:5]3[C:4]=2[N:3]=1.[NH:24]1[C:32]2[CH:31]=[CH:30][CH:29]=[C:28](B(O)O)[C:27]=2[CH:26]=[CH:25]1.C(=O)([O-])[O-].[Na+].[Na+]. The catalyst is O1CCOCC1.O.CCOC(C)=O.C1C=CC([P]([Pd]([P](C2C=CC=CC=2)(C2C=CC=CC=2)C2C=CC=CC=2)([P](C2C=CC=CC=2)(C2C=CC=CC=2)C2C=CC=CC=2)[P](C2C=CC=CC=2)(C2C=CC=CC=2)C2C=CC=CC=2)(C2C=CC=CC=2)C2C=CC=CC=2)=CC=1. The product is [NH:24]1[C:32]2[C:27](=[C:28]([C:2]3[N:11]=[CH:10][C:9]4[N:8]([CH2:12][C:13]([O:15][C:16]([CH3:19])([CH3:18])[CH3:17])=[O:14])[CH2:7][C@H:6]5[CH2:20][O:21][CH2:22][CH2:23][N:5]5[C:4]=4[N:3]=3)[CH:29]=[CH:30][CH:31]=2)[CH:26]=[CH:25]1. The yield is 0.910. (9) The reactants are [O:1]1[CH2:6][CH2:5][CH:4]([C:7](=O)[CH3:8])[CH2:3][CH2:2]1.[CH3:10][C:11]([S@:14]([NH2:16])=[O:15])([CH3:13])[CH3:12]. The catalyst is O1CCCC1.C(O[Ti](OCC)(OCC)OCC)C. The product is [CH3:10][C:11]([S@:14](/[N:16]=[C:7](/[CH:4]1[CH2:5][CH2:6][O:1][CH2:2][CH2:3]1)\[CH3:8])=[O:15])([CH3:13])[CH3:12]. The yield is 0.441.